Dataset: Reaction yield outcomes from USPTO patents with 853,638 reactions. Task: Predict the reaction yield, written as a fraction of the theoretical maximum amount of product (1.0 means a 100% yield; for example, 0.34 means a 34% yield). (1) The reactants are [CH3:1][C:2]1[CH:7]=[CH:6][C:5]([C:8]2[N:17]=[C:16]([C:18]([OH:20])=O)[C:15]3[C:10](=[CH:11][CH:12]=[CH:13][CH:14]=3)[N:9]=2)=[CH:4][CH:3]=1.Cl.[CH3:22][O:23][C:24]1[C:33]([O:34][CH3:35])=[CH:32][CH:31]=[C:30]2[C:25]=1[CH2:26][CH2:27][NH:28][CH2:29]2. No catalyst specified. The product is [CH3:1][C:2]1[CH:7]=[CH:6][C:5]([C:8]2[N:17]=[C:16]([C:18]([N:28]3[CH2:27][CH2:26][C:25]4[C:30](=[CH:31][CH:32]=[C:33]([O:34][CH3:35])[C:24]=4[O:23][CH3:22])[CH2:29]3)=[O:20])[C:15]3[C:10](=[CH:11][CH:12]=[CH:13][CH:14]=3)[N:9]=2)=[CH:4][CH:3]=1. The yield is 0.170. (2) The reactants are O1CCCCC1[N:7]1[C:15]2[C:10](=[CH:11][C:12]([C:16]3[N:20]=[CH:19][N:18](C(C4C=CC=CC=4)(C4C=CC=CC=4)C4C=CC=CC=4)[N:17]=3)=[CH:13][CH:14]=2)[C:9]([C:40]2[CH:45]=[CH:44][C:43]([NH2:46])=[CH:42][CH:41]=2)=[N:8]1.[C:47](Cl)(=O)[C:48]1C=CC=[CH:50][CH:49]=1.C(N(CC)CC)C.[O:63]1[CH2:67][CH2:66][CH2:65][CH2:64]1. No catalyst specified. The product is [NH:18]1[CH:19]=[N:20][C:16]([C:12]2[CH:11]=[C:10]3[C:15](=[CH:14][CH:13]=2)[NH:7][N:8]=[C:9]3[C:40]2[CH:45]=[CH:44][C:43]([NH:46][C:67](=[O:63])[CH2:66][C:65]3[CH:50]=[CH:49][CH:48]=[CH:47][CH:64]=3)=[CH:42][CH:41]=2)=[N:17]1. The yield is 0.0500.